The task is: Predict the product of the given reaction.. This data is from Forward reaction prediction with 1.9M reactions from USPTO patents (1976-2016). (1) Given the reactants [C:1]([O:5][C:6]([N:8]1[CH2:13][CH2:12][N:11]([C:14]2[N:22]=[C:21]([Cl:23])[N:20]=[C:19]3[C:15]=2[N:16]=[C:17](Cl)[N:18]3[CH3:24])[CH2:10][CH2:9]1)=[O:7])([CH3:4])([CH3:3])[CH3:2].C([O-])(=[O:28])C.[Na+].C(=O)(O)[O-].[Na+].Cl, predict the reaction product. The product is: [C:1]([O:5][C:6]([N:8]1[CH2:13][CH2:12][N:11]([C:14]2[N:22]=[C:21]([Cl:23])[N:20]=[C:19]3[C:15]=2[NH:16][C:17](=[O:28])[N:18]3[CH3:24])[CH2:10][CH2:9]1)=[O:7])([CH3:4])([CH3:3])[CH3:2]. (2) The product is: [NH2:9][C:4]1[CH:5]=[C:6]([F:8])[CH:7]=[C:2]([NH:1][C:39](=[S:40])[NH:38][C:32]2[CH:33]=[CH:34][C:35]([Cl:37])=[CH:36][C:31]=2[Cl:30])[C:3]=1[N:10]([CH2:11][CH2:12][CH2:13][OH:14])[C:23](=[O:24])[O:25][C:26]([CH3:27])([CH3:28])[CH3:29]. Given the reactants [NH2:1][C:2]1[CH:7]=[C:6]([F:8])[CH:5]=[C:4]([NH2:9])[C:3]=1[NH:10][CH2:11][CH2:12][CH2:13][OH:14].[C:23](O[C:23]([O:25][C:26]([CH3:29])([CH3:28])[CH3:27])=[O:24])([O:25][C:26]([CH3:29])([CH3:28])[CH3:27])=[O:24].[Cl:30][C:31]1[CH:36]=[C:35]([Cl:37])[CH:34]=[CH:33][C:32]=1[N:38]=[C:39]=[S:40], predict the reaction product.